Dataset: Catalyst prediction with 721,799 reactions and 888 catalyst types from USPTO. Task: Predict which catalyst facilitates the given reaction. (1) The catalyst class is: 9. Reactant: [H-].[Na+].[Br:3][C:4]1[CH:9]=[CH:8][C:7](/[C:10](=[N:16]/[OH:17])/[C:11]([O:13][CH2:14][CH3:15])=[O:12])=[CH:6][CH:5]=1.Cl[CH2:19][C:20]1[CH:39]=[CH:38][C:23]([O:24][CH2:25][C:26]2[N:27]=[C:28]([C:32]3[CH:37]=[CH:36][CH:35]=[CH:34][CH:33]=3)[O:29][C:30]=2[CH3:31])=[CH:22][CH:21]=1.Cl.C(=O)(O)[O-].[Na+]. Product: [Br:3][C:4]1[CH:9]=[CH:8][C:7](/[C:10](=[N:16]/[O:17][CH2:19][C:20]2[CH:21]=[CH:22][C:23]([O:24][CH2:25][C:26]3[N:27]=[C:28]([C:32]4[CH:37]=[CH:36][CH:35]=[CH:34][CH:33]=4)[O:29][C:30]=3[CH3:31])=[CH:38][CH:39]=2)/[C:11]([O:13][CH2:14][CH3:15])=[O:12])=[CH:6][CH:5]=1. (2) Reactant: [Cl:1][C:2]1[N:7]=[C:6]([Cl:8])[N:5]=[C:4](Cl)[N:3]=1.[CH3:10][Mg]Br. Product: [Cl:1][C:2]1[N:7]=[C:6]([Cl:8])[N:5]=[C:4]([CH3:10])[N:3]=1. The catalyst class is: 2. (3) Reactant: [CH:1]1[C:10]2[C:5](=[CH:6][CH:7]=[CH:8][CH:9]=2)[CH:4]=[C:3]([C:11]2[CH:12]=[C:13]([NH:18][C:19]3[C:20]4[CH2:28][CH2:27][NH:26][CH2:25][C:21]=4[N:22]=[CH:23][N:24]=3)[CH:14]=[CH:15][C:16]=2[CH3:17])[N:2]=1.CCN(C(C)C)C(C)C.[CH3:38][S:39](Cl)(=[O:41])=[O:40]. Product: [CH:1]1[C:10]2[C:5](=[CH:6][CH:7]=[CH:8][CH:9]=2)[CH:4]=[C:3]([C:11]2[CH:12]=[C:13]([NH:18][C:19]3[C:20]4[CH2:28][CH2:27][N:26]([S:39]([CH3:38])(=[O:41])=[O:40])[CH2:25][C:21]=4[N:22]=[CH:23][N:24]=3)[CH:14]=[CH:15][C:16]=2[CH3:17])[N:2]=1. The catalyst class is: 2. (4) Reactant: [C:1]([O:5][C:6]([N:8]1[CH2:42][CH2:41][CH2:40][C:10]2([CH2:15][N:14]([CH2:16][C:17]3[C:22]([O:23][CH3:24])=[CH:21][C:20]([O:25][CH3:26])=[CH:19][C:18]=3[O:27][CH3:28])[C:13](=[O:29])[C:12]3[CH:30]=[C:31]([C:33]4[CH:38]=[CH:37][N:36]=[C:35](Cl)[CH:34]=4)[NH:32][C:11]2=3)[CH2:9]1)=[O:7])([CH3:4])([CH3:3])[CH3:2].[N+:43]([C:46]1[CH:47]=[C:48]([CH:52]=[CH:53][CH:54]=1)[C:49]([NH2:51])=[O:50])([O-:45])=[O:44].C(=O)([O-])[O-].[Cs+].[Cs+].CC1(C)C2C(=C(P(C3C=CC=CC=3)C3C=CC=CC=3)C=CC=2)OC2C(P(C3C=CC=CC=3)C3C=CC=CC=3)=CC=CC1=2. Product: [N+:43]([C:46]1[CH:47]=[C:48]([CH:52]=[CH:53][CH:54]=1)[C:49]([NH:51][C:35]1[CH:34]=[C:33]([C:31]2[NH:32][C:11]3[C:10]4([CH2:40][CH2:41][CH2:42][N:8]([C:6]([O:5][C:1]([CH3:3])([CH3:4])[CH3:2])=[O:7])[CH2:9]4)[CH2:15][N:14]([CH2:16][C:17]4[C:18]([O:27][CH3:28])=[CH:19][C:20]([O:25][CH3:26])=[CH:21][C:22]=4[O:23][CH3:24])[C:13](=[O:29])[C:12]=3[CH:30]=2)[CH:38]=[CH:37][N:36]=1)=[O:50])([O-:45])=[O:44]. The catalyst class is: 62. (5) Reactant: [F:1][C:2]1[CH:11]=[C:10]2[C:5]([N:6]=[C:7]([C:13]([F:16])([F:15])[F:14])[C:8](O)=[N:9]2)=[CH:4][CH:3]=1.O=P(Cl)(Cl)[Cl:19].O.C(#N)C.O. Product: [Cl:19][C:8]1[C:7]([C:13]([F:16])([F:15])[F:14])=[N:6][C:5]2[C:10]([N:9]=1)=[CH:11][C:2]([F:1])=[CH:3][CH:4]=2. The catalyst class is: 10. (6) Reactant: N1CCCCC1.[CH3:7][O:8][C:9]1[CH:10]=[C:11]([CH:14]=[CH:15][C:16]=1[O:17][CH3:18])[CH:12]=O.C([CH2:22][C:23]([NH:25][C:26]1[CH:34]=[CH:33][CH:32]=[CH:31][C:27]=1[C:28]([OH:30])=[O:29])=[O:24])(O)=O.Cl. Product: [CH3:7][O:8][C:9]1[CH:10]=[C:11](/[CH:12]=[CH:22]/[C:23]([NH:25][C:26]2[CH:34]=[CH:33][CH:32]=[CH:31][C:27]=2[C:28]([OH:30])=[O:29])=[O:24])[CH:14]=[CH:15][C:16]=1[O:17][CH3:18]. The catalyst class is: 11. (7) Reactant: C1(C)C=CC([S:7]([OH:10])(=[O:9])=O)=CC=1.N[C:13]([CH3:25])([CH3:24])[C:14]([O:16][CH2:17][C:18]1[CH:23]=[CH:22][CH:21]=[CH:20][CH:19]=1)=[O:15].[CH2:26]([N:28](CC)CC)[CH3:27].[CH2:33](S(Cl)(=O)=O)C=C. Product: [CH2:17]([O:16][C:14]([C:13]([CH:25]=[CH:27][CH2:26][NH:28][SH:7](=[O:9])=[O:10])([CH3:33])[CH3:24])=[O:15])[C:18]1[CH:23]=[CH:22][CH:21]=[CH:20][CH:19]=1. The catalyst class is: 4. (8) Reactant: [Cl:1][C:2]1[CH:3]=[CH:4][C:5]2[NH:11][C:10](=[O:12])[C@@H:9]([CH2:13][C:14]([OH:16])=[O:15])[S:8][C@H:7]([C:17]3[C:26]4[C:21](=[CH:22][CH:23]=[CH:24][CH:25]=4)[CH:20]=[CH:19][CH:18]=3)[C:6]=2[CH:27]=1.I[CH:29]([CH3:31])[CH3:30].C(=O)([O-])[O-].[K+].[K+]. Product: [Cl:1][C:2]1[CH:3]=[CH:4][C:5]2[NH:11][C:10](=[O:12])[C@@H:9]([CH2:13][C:14]([O:16][CH:29]([CH3:31])[CH3:30])=[O:15])[S:8][C@H:7]([C:17]3[C:26]4[C:21](=[CH:22][CH:23]=[CH:24][CH:25]=4)[CH:20]=[CH:19][CH:18]=3)[C:6]=2[CH:27]=1. The catalyst class is: 42. (9) Reactant: [O:1]=[C:2]([N:8]1[CH2:13][CH2:12][CH:11]([C:14]2[CH:19]=[CH:18][CH:17]=[CH:16][C:15]=2[C:20]([F:23])([F:22])[F:21])[CH2:10][CH2:9]1)[C:3]([O:5]CC)=[O:4].[OH-].[Na+].Cl. Product: [O:1]=[C:2]([N:8]1[CH2:13][CH2:12][CH:11]([C:14]2[CH:19]=[CH:18][CH:17]=[CH:16][C:15]=2[C:20]([F:23])([F:21])[F:22])[CH2:10][CH2:9]1)[C:3]([OH:5])=[O:4]. The catalyst class is: 200.